This data is from Peptide-MHC class II binding affinity with 134,281 pairs from IEDB. The task is: Regression. Given a peptide amino acid sequence and an MHC pseudo amino acid sequence, predict their binding affinity value. This is MHC class II binding data. (1) The peptide sequence is CSGEPVVVHITDDNE. The MHC is DRB1_1602 with pseudo-sequence DRB1_1602. The binding affinity (normalized) is 0.316. (2) The peptide sequence is LHFSEALRIIAGTPE. The MHC is DRB1_0701 with pseudo-sequence DRB1_0701. The binding affinity (normalized) is 0.841. (3) The peptide sequence is SDANTEYERLLSMLN. The MHC is DRB4_0101 with pseudo-sequence DRB4_0103. The binding affinity (normalized) is 0.359. (4) The peptide sequence is KIIGGIGGFIKVRQYDQIPI. The binding affinity (normalized) is 0.289. The MHC is DRB1_1201 with pseudo-sequence DRB1_1201.